Dataset: Forward reaction prediction with 1.9M reactions from USPTO patents (1976-2016). Task: Predict the product of the given reaction. (1) Given the reactants [Cl:1][C:2]1[CH:7]=[CH:6][CH:5]=[CH:4][C:3]=1[C:8]([C:10]1[C:11]([CH:16]=[C:17](O)[C:18]2[CH:23]=[CH:22][N:21]=[CH:20][CH:19]=2)=[N:12][CH:13]=[CH:14][CH:15]=1)=[O:9].[N:25]([CH2:28][C:29]1[CH:34]=[C:33]([C:35]([F:38])([F:37])[F:36])[CH:32]=[C:31]([C:39]([F:42])([F:41])[F:40])[CH:30]=1)=[N+:26]=[N-:27].C(=O)([O-])[O-].[K+].[K+].O, predict the reaction product. The product is: [F:36][C:35]([F:37])([F:38])[C:33]1[CH:34]=[C:29]([CH:30]=[C:31]([C:39]([F:42])([F:40])[F:41])[CH:32]=1)[CH2:28][N:25]1[C:17]([C:18]2[CH:23]=[CH:22][N:21]=[CH:20][CH:19]=2)=[C:16]([C:11]2[C:10]([C:8]([C:3]3[CH:4]=[CH:5][CH:6]=[CH:7][C:2]=3[Cl:1])=[O:9])=[CH:15][CH:14]=[CH:13][N:12]=2)[N:27]=[N:26]1. (2) The product is: [C:14]([O:18][C:19]([NH:21][C@@:22]1([C:50]([O:52][C:53]([CH3:56])([CH3:55])[CH3:54])=[O:51])[C@H:27]([O:28][CH2:29][C:30]2[CH:35]=[CH:34][C:33]([Cl:36])=[C:32]([Cl:37])[CH:31]=2)[C@@H:26]([S:7][C:6]2[N:2]([CH3:1])[N:3]=[CH:4][N:5]=2)[C@@H:25]2[C@H:23]1[C@H:24]2[C:43]([O:45][C:46]([CH3:48])([CH3:47])[CH3:49])=[O:44])=[O:20])([CH3:17])([CH3:15])[CH3:16]. Given the reactants [CH3:1][N:2]1[C:6](=[S:7])[N:5]=[CH:4][NH:3]1.C(=O)([O-])[O-].[K+].[K+].[C:14]([O:18][C:19]([NH:21][C@@:22]1([C:50]([O:52][C:53]([CH3:56])([CH3:55])[CH3:54])=[O:51])[C@H:27]([O:28][CH2:29][C:30]2[CH:35]=[CH:34][C:33]([Cl:36])=[C:32]([Cl:37])[CH:31]=2)[C@H:26](OS(C)(=O)=O)[C@@H:25]2[C@H:23]1[C@H:24]2[C:43]([O:45][C:46]([CH3:49])([CH3:48])[CH3:47])=[O:44])=[O:20])([CH3:17])([CH3:16])[CH3:15], predict the reaction product. (3) The product is: [O:14]1[CH2:15][CH2:16][CH2:17][CH2:18][CH:13]1[N:12]1[CH:11]=[N:10][N:9]=[C:8]1[C:5]1[CH:6]=[CH:7][C:2]([B:19]2[O:23][C:22]([CH3:25])([CH3:24])[C:21]([CH3:27])([CH3:26])[O:20]2)=[CH:3][CH:4]=1. Given the reactants Br[C:2]1[CH:7]=[CH:6][C:5]([C:8]2[N:12]([CH:13]3[CH2:18][CH2:17][CH2:16][CH2:15][O:14]3)[CH:11]=[N:10][N:9]=2)=[CH:4][CH:3]=1.[B:19]1([B:19]2[O:23][C:22]([CH3:25])([CH3:24])[C:21]([CH3:27])([CH3:26])[O:20]2)[O:23][C:22]([CH3:25])([CH3:24])[C:21]([CH3:27])([CH3:26])[O:20]1.C([O-])(=O)C, predict the reaction product. (4) Given the reactants [CH3:1][C:2]1([CH3:16])[C:7](=[O:8])[CH2:6][CH2:5][N:4](C(OC(C)(C)C)=O)[CH2:3]1.C(O)(C(F)(F)F)=O, predict the reaction product. The product is: [CH3:1][C:2]1([CH3:16])[C:7](=[O:8])[CH2:6][CH2:5][NH:4][CH2:3]1.